Dataset: Forward reaction prediction with 1.9M reactions from USPTO patents (1976-2016). Task: Predict the product of the given reaction. (1) Given the reactants Cl.[CH2:2]([O:4][CH2:5][C:6]1[N:7]=[C:8]2[N:12]([CH:13]=1)[CH:11]=[C:10](/[CH:14]=[CH:15]/[C:16]([OH:18])=O)[S:9]2)[CH3:3].CCN([CH:25]([CH3:27])[CH3:26])C(C)C.[C:28]([O:32][C:33](=[O:42])[NH:34]C1C=CC=CC=1N)(C)(C)C.CN(C(ON1N=N[C:53]2[CH:54]=[CH:55][CH:56]=[N:57][C:52]1=2)=[N+](C)C)C.F[P-](F)(F)(F)(F)F.[CH2:67](Cl)Cl, predict the reaction product. The product is: [C:33](=[O:42])([O:32][C:28]1[CH:52]=[CH:53][CH:54]=[C:55]([C:25]([CH3:26])([CH3:27])[CH3:67])[C:56]=1[NH:57][C:16](=[O:18])/[CH:15]=[CH:14]/[C:10]1[S:9][C:8]2=[N:7][C:6]([CH2:5][O:4][CH2:2][CH3:3])=[CH:13][N:12]2[CH:11]=1)[NH2:34]. (2) The product is: [Cl-:36].[CH2:1]([NH2+:5][CH2:6][CH2:7][CH2:8][O:9][C:10]1[CH:15]=[C:14]([CH2:16][NH2+:17][CH2:18][CH2:19][CH2:20][NH2+:21][CH2:22][CH2:23][CH2:24][NH3+:25])[CH:13]=[C:12]([CH2:26][NH2+:27][CH2:28][CH2:29][CH2:30][NH2+:31][CH2:32][CH2:33][CH2:34][NH3+:35])[CH:11]=1)[CH:2]([CH3:3])[CH3:4].[Cl-:36].[Cl-:36].[Cl-:36].[Cl-:36].[Cl-:36].[Cl-:36]. Given the reactants [CH2:1]([NH:5][CH2:6][CH2:7][CH2:8][O:9][C:10]1[CH:11]=[C:12]([CH2:26][NH:27][CH2:28][CH2:29][CH2:30][NH:31][CH2:32][CH2:33][CH2:34][NH2:35])[CH:13]=[C:14]([CH2:16][NH:17][CH2:18][CH2:19][CH2:20][NH:21][CH2:22][CH2:23][CH2:24][NH2:25])[CH:15]=1)[CH:2]([CH3:4])[CH3:3].[ClH:36], predict the reaction product.